From a dataset of Full USPTO retrosynthesis dataset with 1.9M reactions from patents (1976-2016). Predict the reactants needed to synthesize the given product. (1) Given the product [Cl:1][C:2]1[C:7]([Cl:8])=[CH:6][CH:5]=[CH:4][C:3]=1[CH2:9][N:10]1[CH:14]=[C:13]([C:15]2[CH:20]=[C:19]([C:21]3[N:22]=[N:23][NH:24][C:25]=3[I:26])[CH:18]=[CH:17][N:16]=2)[N:12]=[CH:11]1, predict the reactants needed to synthesize it. The reactants are: [Cl:1][C:2]1[C:7]([Cl:8])=[CH:6][CH:5]=[CH:4][C:3]=1[CH2:9][N:10]1[CH:14]=[C:13]([C:15]2[CH:20]=[C:19]([C:21]3[N:22]=[N:23][N:24](CC4C=CC(OC)=CC=4)[C:25]=3[I:26])[CH:18]=[CH:17][N:16]=2)[N:12]=[CH:11]1. (2) Given the product [NH2:20][C:15]1[C:14]([C:31]2[CH:35]=[CH:34][O:33][CH:32]=2)=[CH:13][CH:12]=[C:11]([CH2:10][S:7]([C:1]2[CH:2]=[CH:3][CH:4]=[CH:5][CH:6]=2)(=[O:9])=[O:8])[C:16]=1[C:17]([OH:19])=[O:18], predict the reactants needed to synthesize it. The reactants are: [C:1]1([S:7]([CH2:10][C:11]2[C:16]([C:17]([OH:19])=[O:18])=[C:15]([NH:20]CCNC(OC(C)(C)C)=O)[C:14]([C:31]3[CH:35]=[CH:34][O:33][CH:32]=3)=[CH:13][CH:12]=2)(=[O:9])=[O:8])[CH:6]=[CH:5][CH:4]=[CH:3][CH:2]=1.NC1C(C2C=COC=2)=CC=C(CS(C2C=CC=CC=2)(=O)=O)C=1C(OC)=O.